This data is from Catalyst prediction with 721,799 reactions and 888 catalyst types from USPTO. The task is: Predict which catalyst facilitates the given reaction. (1) Reactant: [CH:1]([CH:4]1[O:9][C:8]2[C:10]3[C:15]([CH:16]=[CH:17][C:7]=2[NH:6][C:5]1=[O:18])=[CH:14][CH:13]=[CH:12][CH:11]=3)([CH3:3])[CH3:2].C(=O)([O-])[O-].[K+].[K+].[C:25]([O:29][CH3:30])(=[O:28])[CH:26]=[CH2:27].C(OCC)(=O)C. Product: [CH3:30][O:29][C:25](=[O:28])[CH2:26][CH2:27][N:6]1[C:5](=[O:18])[CH:4]([CH:1]([CH3:3])[CH3:2])[O:9][C:8]2[C:10]3[C:15]([CH:16]=[CH:17][C:7]1=2)=[CH:14][CH:13]=[CH:12][CH:11]=3. The catalyst class is: 35. (2) Reactant: [Br:1][C:2]1[C:7]([O:8][CH2:9][C@H:10]2[CH2:14][CH2:13][CH2:12][N:11]2C(OC(C)(C)C)=O)=[C:6]([C:22]([O:24][CH3:25])=[O:23])[C:5]([N:26](C(OC(C)(C)C)=O)C(OC(C)(C)C)=O)=[CH:4][CH:3]=1. Product: [NH2:26][C:5]1[C:6]([C:22]([O:24][CH3:25])=[O:23])=[C:7]([O:8][CH2:9][C@H:10]2[CH2:14][CH2:13][CH2:12][NH:11]2)[C:2]([Br:1])=[CH:3][CH:4]=1. The catalyst class is: 137.